This data is from Catalyst prediction with 721,799 reactions and 888 catalyst types from USPTO. The task is: Predict which catalyst facilitates the given reaction. Reactant: [CH3:1][C:2]1[CH:11]=[CH:10][C:9]2[CH2:8][CH2:7][CH2:6][CH:5]([NH:12][CH2:13][CH2:14][CH2:15][CH2:16][N:17]3[C:25](=[O:26])[C:24]4[C:19](=[CH:20][CH:21]=[CH:22][CH:23]=4)[C:18]3=[O:27])[C:4]=2[N:3]=1.[C:28]([O:32][C:33]([N:35]1[C:39]2[CH:40]=[CH:41][CH:42]=[CH:43][C:38]=2[N:37]=[C:36]1[CH2:44]Cl)=[O:34])([CH3:31])([CH3:30])[CH3:29].[I-].[K+].C(N(C(C)C)CC)(C)C.C(=O)(O)[O-].[Na+]. Product: [C:28]([O:32][C:33]([N:35]1[C:39]2[CH:40]=[CH:41][CH:42]=[CH:43][C:38]=2[N:37]=[C:36]1[CH2:44][N:12]([CH2:13][CH2:14][CH2:15][CH2:16][N:17]1[C:25](=[O:26])[C:24]2[C:19](=[CH:20][CH:21]=[CH:22][CH:23]=2)[C:18]1=[O:27])[CH:5]1[C:4]2[N:3]=[C:2]([CH3:1])[CH:11]=[CH:10][C:9]=2[CH2:8][CH2:7][CH2:6]1)=[O:34])([CH3:31])([CH3:30])[CH3:29]. The catalyst class is: 23.